From a dataset of Reaction yield outcomes from USPTO patents with 853,638 reactions. Predict the reaction yield, written as a fraction of the theoretical maximum amount of product (1.0 means a 100% yield; for example, 0.34 means a 34% yield). (1) The reactants are [Cl:1][C:2]1[CH:7]=[CH:6][C:5]([S:8][C:9]2[S:13][C:12]([CH:14]=[O:15])=[CH:11][CH:10]=2)=[CH:4][CH:3]=1.CC(=CC)C.[OH:21]P([O-])(O)=O.[K+].[O-]Cl=O.[Na+].OS([O-])(=O)=O.[K+]. The catalyst is C1COCC1.CC(O)(C)C.O. The product is [Cl:1][C:2]1[CH:3]=[CH:4][C:5]([S:8][C:9]2[S:13][C:12]([C:14]([OH:21])=[O:15])=[CH:11][CH:10]=2)=[CH:6][CH:7]=1. The yield is 0.870. (2) The reactants are [CH2:1]1[O:9][C:8]2[CH:7]=[CH:6][C:5]([NH:10][C:11]([C@@H:13]3[C@@H:15]([CH2:16][CH2:17][CH2:18][CH3:19])[O:14]3)=[O:12])=[CH:4][C:3]=2[O:2]1.[N-:20]=[N+:21]=[N-:22].[Na+].S([O-])([O-])(=O)=O.[Mg+2]. The catalyst is CO. The product is [CH2:1]1[O:9][C:8]2[CH:7]=[CH:6][C:5]([NH:10][C:11](=[O:12])[C@@H:13]([OH:14])[C@@H:15]([N:20]=[N+:21]=[N-:22])[CH2:16][CH2:17][CH2:18][CH3:19])=[CH:4][C:3]=2[O:2]1. The yield is 0.700. (3) The reactants are [Cl:1][C:2]1[C:7](Cl)=[CH:6][N:5]=[CH:4][N:3]=1.[NH2:9][CH:10]1[CH2:14][CH2:13][N:12]([C:15]([O:17][C:18]([CH3:21])([CH3:20])[CH3:19])=[O:16])[CH2:11]1.CCN(C(C)C)C(C)C. The catalyst is C(O)CCC. The product is [Cl:1][C:2]1[N:3]=[CH:4][N:5]=[C:6]([NH:9][CH:10]2[CH2:14][CH2:13][N:12]([C:15]([O:17][C:18]([CH3:21])([CH3:20])[CH3:19])=[O:16])[CH2:11]2)[CH:7]=1. The yield is 0.500. (4) The reactants are [O:1]1[C:5]2[CH:6]=[CH:7][C:8]([C:10]([C:12]3[CH:20]=[CH:19][C:15]4[O:16][CH2:17][O:18][C:14]=4[CH:13]=3)=O)=[CH:9][C:4]=2[O:3][CH2:2]1.C(OP([CH2:29][C:30]#[N:31])(=O)OCC)C.C[Si]([N-][Si](C)(C)C)(C)C.[Li+].O1C2C=CC(C(C3C=C(OC)C=C(OC)C=3)=CC#N)=CC=2OCC1. The catalyst is C1COCC1. The product is [O:1]1[C:5]2[CH:6]=[CH:7][C:8]([C:10]([C:12]3[CH:20]=[CH:19][C:15]4[O:16][CH2:17][O:18][C:14]=4[CH:13]=3)=[CH:29][C:30]#[N:31])=[CH:9][C:4]=2[O:3][CH2:2]1. The yield is 0.810.